From a dataset of Full USPTO retrosynthesis dataset with 1.9M reactions from patents (1976-2016). Predict the reactants needed to synthesize the given product. Given the product [OH:54][CH:52]1[CH2:53][N:50]([C:31]2[C:30]([C:11]3[NH:7][N:8]=[CH:9][CH:10]=3)=[CH:49][C:34]([C:35]([NH:37][C:38]3[CH:39]=[CH:40][C:41]([O:44][C:45]([F:48])([F:47])[F:46])=[CH:42][CH:43]=3)=[O:36])=[CH:33][N:32]=2)[CH2:51]1, predict the reactants needed to synthesize it. The reactants are: O1CCCCC1[N:7]1[C:11](B2OC(C)(C)C(C)(C)O2)=[CH:10][CH:9]=[N:8]1.[O-]P([O-])([O-])=O.[K+].[K+].[K+].Br[C:30]1[C:31]([N:50]2[CH2:53][CH:52]([OH:54])[CH2:51]2)=[N:32][CH:33]=[C:34]([CH:49]=1)[C:35]([NH:37][C:38]1[CH:43]=[CH:42][C:41]([O:44][C:45]([F:48])([F:47])[F:46])=[CH:40][CH:39]=1)=[O:36].C(O)(C(F)(F)F)=O.C([O-])([O-])=O.[Na+].[Na+].